This data is from Forward reaction prediction with 1.9M reactions from USPTO patents (1976-2016). The task is: Predict the product of the given reaction. (1) Given the reactants [CH3:1][O:2][CH2:3][CH2:4][NH2:5].[C:6](O[C:6]([O:8][C:9]([CH3:12])([CH3:11])[CH3:10])=[O:7])([O:8][C:9]([CH3:12])([CH3:11])[CH3:10])=[O:7].C(N(CC)CC)C, predict the reaction product. The product is: [C:9]([O:8][C:6](=[O:7])[NH:5][CH2:4][CH2:3][O:2][CH3:1])([CH3:12])([CH3:11])[CH3:10]. (2) Given the reactants [OH:1][C@H:2]([C:23]1[CH:28]=[CH:27][CH:26]=[CH:25][CH:24]=1)[CH2:3][CH2:4][N:5]1[CH2:10][CH2:9][CH:8]([C:11]2[CH:12]=[C:13]([NH:17][C:18](=[O:22])[CH:19]([CH3:21])[CH3:20])[CH:14]=[CH:15][CH:16]=2)[CH2:7][CH2:6]1.[Cl:29][C:30]1[CH:35]=[CH:34][CH:33]=[C:32]([Cl:36])[C:31]=1[C:37]1[C:41]([C:42](Cl)=[O:43])=[C:40]([CH3:45])[O:39][N:38]=1, predict the reaction product. The product is: [Cl:29][C:30]1[CH:35]=[CH:34][CH:33]=[C:32]([Cl:36])[C:31]=1[C:37]1[C:41]([C:42]([O:1][C@H:2]([C:23]2[CH:24]=[CH:25][CH:26]=[CH:27][CH:28]=2)[CH2:3][CH2:4][N:5]2[CH2:10][CH2:9][CH:8]([C:11]3[CH:16]=[CH:15][CH:14]=[C:13]([NH:17][C:18](=[O:22])[CH:19]([CH3:21])[CH3:20])[CH:12]=3)[CH2:7][CH2:6]2)=[O:43])=[C:40]([CH3:45])[O:39][N:38]=1. (3) Given the reactants [CH3:1][C:2]([C:5]([OH:7])=[O:6])([CH3:4])[NH2:3].C([O-])([O-])=O.[Na+].[Na+].[C:14](Cl)([O:16][CH2:17][C:18]1[CH:23]=[CH:22][CH:21]=[CH:20][CH:19]=1)=[O:15], predict the reaction product. The product is: [CH2:17]([O:16][C:14]([NH:3][C:2]([CH3:4])([C:5]([OH:7])=[O:6])[CH3:1])=[O:15])[C:18]1[CH:23]=[CH:22][CH:21]=[CH:20][CH:19]=1.